Task: Predict the product of the given reaction.. Dataset: Forward reaction prediction with 1.9M reactions from USPTO patents (1976-2016) (1) Given the reactants Br.Br[CH2:3][C:4]1[CH:9]=[CH:8][CH:7]=[CH:6][N:5]=1.[CH2:10]([NH:17][C:18]([C:20]1[S:24][C:23]([N:25]2[CH:30]=[CH:29][C:28]([OH:31])=[CH:27][C:26]2=[O:32])=[N:22][C:21]=1[CH3:33])=[O:19])[C:11]1[CH:16]=[CH:15][CH:14]=[CH:13][CH:12]=1, predict the reaction product. The product is: [CH2:10]([NH:17][C:18]([C:20]1[S:24][C:23]([N:25]2[CH:30]=[CH:29][C:28]([O:31][CH2:3][C:4]3[CH:9]=[CH:8][CH:7]=[CH:6][N:5]=3)=[CH:27][C:26]2=[O:32])=[N:22][C:21]=1[CH3:33])=[O:19])[C:11]1[CH:16]=[CH:15][CH:14]=[CH:13][CH:12]=1. (2) Given the reactants [H-].[Na+].[C:3]([O:7][C:8]([NH:10][CH:11]1[CH2:17][N:16]([C:18]([O:20][CH2:21][C:22]2[CH:27]=[CH:26][CH:25]=[CH:24][CH:23]=2)=[O:19])[CH2:15][CH2:14][NH:13][C:12]1=[O:28])=[O:9])([CH3:6])([CH3:5])[CH3:4].ClC(Cl)(Cl)S(O[CH2:35][C:36]([F:39])([F:38])[F:37])(=O)=O.ClC(Cl)(Cl)S([O-])(=O)=O, predict the reaction product. The product is: [C:3]([O:7][C:8]([NH:10][CH:11]1[CH2:17][N:16]([C:18]([O:20][CH2:21][C:22]2[CH:27]=[CH:26][CH:25]=[CH:24][CH:23]=2)=[O:19])[CH2:15][CH2:14][N:13]([CH2:35][C:36]([F:39])([F:38])[F:37])[C:12]1=[O:28])=[O:9])([CH3:6])([CH3:4])[CH3:5]. (3) Given the reactants [O:1]=[C:2]([NH:22][C:23]1[CH:28]=[CH:27][C:26]([O:29][C:30]2[CH:35]=[CH:34][CH:33]=[CH:32][CH:31]=2)=[CH:25][CH:24]=1)[CH2:3][N:4]1[CH2:10][CH2:9][CH2:8][N:7]([CH2:11][C:12]2[CH:21]=[CH:20][C:15]([C:16]([O:18]C)=[O:17])=[CH:14][CH:13]=2)[CH2:6][CH2:5]1.[OH-].[Na+], predict the reaction product. The product is: [O:1]=[C:2]([NH:22][C:23]1[CH:28]=[CH:27][C:26]([O:29][C:30]2[CH:35]=[CH:34][CH:33]=[CH:32][CH:31]=2)=[CH:25][CH:24]=1)[CH2:3][N:4]1[CH2:10][CH2:9][CH2:8][N:7]([CH2:11][C:12]2[CH:13]=[CH:14][C:15]([C:16]([OH:18])=[O:17])=[CH:20][CH:21]=2)[CH2:6][CH2:5]1.